This data is from Peptide-MHC class I binding affinity with 185,985 pairs from IEDB/IMGT. The task is: Regression. Given a peptide amino acid sequence and an MHC pseudo amino acid sequence, predict their binding affinity value. This is MHC class I binding data. (1) The peptide sequence is YLVMRHADV. The MHC is HLA-A02:01 with pseudo-sequence HLA-A02:01. The binding affinity (normalized) is 0.179. (2) The peptide sequence is GTIILNKIV. The MHC is HLA-A02:03 with pseudo-sequence HLA-A02:03. The binding affinity (normalized) is 0.248. (3) The peptide sequence is RPLEACYNTCY. The MHC is Mamu-A01 with pseudo-sequence Mamu-A01. The binding affinity (normalized) is 0. (4) The peptide sequence is DTIESAKTK. The MHC is HLA-A03:01 with pseudo-sequence HLA-A03:01. The binding affinity (normalized) is 0.207. (5) The peptide sequence is VLTLLLLLV. The MHC is HLA-B54:01 with pseudo-sequence HLA-B54:01. The binding affinity (normalized) is 0.0833. (6) The peptide sequence is YLAVVPLVY. The MHC is Mamu-A02 with pseudo-sequence Mamu-A02. The binding affinity (normalized) is 0.445. (7) The peptide sequence is HPRHYATIM. The MHC is HLA-B54:01 with pseudo-sequence HLA-B54:01. The binding affinity (normalized) is 0.159. (8) The peptide sequence is KQIANELNY. The MHC is HLA-B46:01 with pseudo-sequence HLA-B46:01. The binding affinity (normalized) is 0.0847. (9) The peptide sequence is LPIRYQTPA. The MHC is HLA-B07:02 with pseudo-sequence HLA-B07:02. The binding affinity (normalized) is 0.729. (10) The peptide sequence is EGNLAQGFR. The MHC is HLA-A02:03 with pseudo-sequence HLA-A02:03. The binding affinity (normalized) is 0.0847.